Dataset: Reaction yield outcomes from USPTO patents with 853,638 reactions. Task: Predict the reaction yield, written as a fraction of the theoretical maximum amount of product (1.0 means a 100% yield; for example, 0.34 means a 34% yield). (1) The reactants are [Br:1][C:2]1[CH:3]=[C:4]([F:14])[C:5]([O:11][CH2:12][CH3:13])=[C:6]([O:8][CH2:9][CH3:10])[CH:7]=1.C([O-])(=O)C.[Na+].[Br:20]Br.S([O-])([O-])(=O)=S.[Na+].[Na+]. The catalyst is C(O)(=O)C.O. The product is [Br:1][C:2]1[CH:7]=[C:6]([O:8][CH2:9][CH3:10])[C:5]([O:11][CH2:12][CH3:13])=[C:4]([F:14])[C:3]=1[Br:20]. The yield is 1.00. (2) The reactants are [CH:1]1([C:4]2[CH:5]=[N:6][CH:7]=[CH:8][CH:9]=2)[CH2:3][CH2:2]1.[ClH:10]. The catalyst is CO. The product is [ClH:10].[CH:1]1([CH:4]2[CH2:9][CH2:8][CH2:7][NH:6][CH2:5]2)[CH2:3][CH2:2]1. The yield is 0.820. (3) The reactants are O.Cl.[NH:3]1[CH2:8][CH2:7][C:6](=[O:9])[CH2:5][CH2:4]1.F[C:11]1[CH:16]=[CH:15][C:14]([N+:17]([O-:19])=[O:18])=[C:13]([O:20][CH3:21])[CH:12]=1.C(=O)([O-])[O-].[K+].[K+]. The catalyst is CN(C=O)C. The product is [CH3:21][O:20][C:13]1[CH:12]=[C:11]([N:3]2[CH2:8][CH2:7][C:6](=[O:9])[CH2:5][CH2:4]2)[CH:16]=[CH:15][C:14]=1[N+:17]([O-:19])=[O:18]. The yield is 0.610. (4) The reactants are [CH2:1]([O:4][CH2:5][CH2:6][CH2:7][CH2:8][CH2:9][CH2:10][OH:11])[CH2:2][CH3:3].C1C=C[NH+]=CC=1.C1C=C[NH+]=CC=1.[O-][Cr](O[Cr]([O-])(=O)=O)(=O)=O.ClCCl.C([O-])(=O)C.[Na+]. The catalyst is C(OCC)(=O)C. The product is [CH2:1]([O:4][CH2:5][CH2:6][CH2:7][CH2:8][CH2:9][CH:10]=[O:11])[CH2:2][CH3:3]. The yield is 0.710. (5) The reactants are C1(C(=[N:14][CH2:15][C:16]([O:18][CH2:19][CH3:20])=[O:17])C2C=CC=CC=2)C=CC=CC=1.[H-].[Na+].[Br:23][C:24]1[CH:25]=[C:26]([Cl:31])[C:27](Cl)=[N:28][CH:29]=1. The catalyst is CN(C=O)C. The product is [NH2:14][CH:15]([C:27]1[C:26]([Cl:31])=[CH:25][C:24]([Br:23])=[CH:29][N:28]=1)[C:16]([O:18][CH2:19][CH3:20])=[O:17]. The yield is 0.200.